This data is from Forward reaction prediction with 1.9M reactions from USPTO patents (1976-2016). The task is: Predict the product of the given reaction. (1) Given the reactants [Br:1][CH2:2][C:3]([C:5]1[CH:10]=[CH:9][CH:8]=[CH:7][CH:6]=1)=[O:4].[C:11]1([CH:17]([N:29]2[CH2:34][CH2:33][CH2:32][CH2:31][CH2:30]2)[C:18]([O:20][C@@H:21]2[CH:26]3[CH2:27][CH2:28][N:23]([CH2:24][CH2:25]3)[CH2:22]2)=[O:19])[CH:16]=[CH:15][CH:14]=[CH:13][CH:12]=1, predict the reaction product. The product is: [Br-:1].[O:4]=[C:3]([C:5]1[CH:10]=[CH:9][CH:8]=[CH:7][CH:6]=1)[CH2:2][N+:23]12[CH2:24][CH2:25][CH:26]([CH2:27][CH2:28]1)[C@@H:21]([O:20][C:18](=[O:19])[CH:17]([C:11]1[CH:12]=[CH:13][CH:14]=[CH:15][CH:16]=1)[N:29]1[CH2:30][CH2:31][CH2:32][CH2:33][CH2:34]1)[CH2:22]2. (2) The product is: [Cl:34][C:35]1[N:40]=[C:39]([C:18]2[N:15]3[CH:16]=[CH:17][C:12]([C:2]([CH3:1])([O:4][Si:5]([CH2:10][CH3:11])([CH2:6][CH3:7])[CH2:8][CH3:9])[CH3:3])=[N:13][C:14]3=[N:20][CH:19]=2)[CH:38]=[CH:37][N:36]=1. Given the reactants [CH3:1][C:2]([C:12]1[CH:17]=[CH:16][N:15]2[C:18]([Sn](CCCC)(CCCC)CCCC)=[CH:19][N:20]=[C:14]2[N:13]=1)([O:4][Si:5]([CH2:10][CH3:11])([CH2:8][CH3:9])[CH2:6][CH3:7])[CH3:3].[Cl:34][C:35]1[N:40]=[C:39](Cl)[CH:38]=[CH:37][N:36]=1, predict the reaction product. (3) Given the reactants [O:1]=[C:2]1[NH:6][C:5]2[CH:7]=[CH:8][C:9]([CH:11]=[O:12])=[CH:10][C:4]=2[O:3]1.C(=O)([O-])[O-].[K+].[K+].Br[CH2:20][CH2:21][CH2:22][O:23][Si:24]([C:27]([CH3:30])([CH3:29])[CH3:28])([CH3:26])[CH3:25].CCOCC, predict the reaction product. The product is: [Si:24]([O:23][CH2:22][CH2:21][CH2:20][N:6]1[C:5]2[CH:7]=[CH:8][C:9]([CH:11]=[O:12])=[CH:10][C:4]=2[O:3][C:2]1=[O:1])([C:27]([CH3:28])([CH3:29])[CH3:30])([CH3:26])[CH3:25]. (4) The product is: [CH2:3]([N:5]([C@@H:6]([CH3:20])[CH2:7][N:8]1[CH:12]=[CH:11][C:10]([C:13]2[CH:18]=[CH:17][C:16]([F:19])=[CH:15][N:14]=2)=[N:9]1)[C:27](=[O:28])[C:26]1[CH:30]=[C:22]([CH3:21])[CH:23]=[CH:24][C:25]=1[N:31]1[N:35]=[CH:34][CH:33]=[N:32]1)[CH3:4]. Given the reactants Cl.Cl.[CH2:3]([NH:5][C@@H:6]([CH3:20])[CH2:7][N:8]1[CH:12]=[CH:11][C:10]([C:13]2[CH:18]=[CH:17][C:16]([F:19])=[CH:15][N:14]=2)=[N:9]1)[CH3:4].[CH3:21][C:22]1[CH:23]=[CH:24][C:25]([N:31]2[N:35]=[CH:34][CH:33]=[N:32]2)=[C:26]([CH:30]=1)[C:27](O)=[O:28].CN(C(ON1N=NC2C=CC=NC1=2)=[N+](C)C)C.F[P-](F)(F)(F)(F)F.CCN(C(C)C)C(C)C, predict the reaction product. (5) Given the reactants [CH2:1]([N:8]1[C:13](=[O:14])[CH:12]=[C:11]([C:15]([F:18])([F:17])[F:16])[N:10]=[C:9]1[CH2:19][CH2:20][CH3:21])[C:2]1[CH:7]=[CH:6][CH:5]=[CH:4][CH:3]=1.[Br:22]Br.CN(C)CCN, predict the reaction product. The product is: [CH2:1]([N:8]1[C:13](=[O:14])[CH:12]=[C:11]([C:15]([F:18])([F:16])[F:17])[N:10]=[C:9]1[CH:19]([Br:22])[CH2:20][CH3:21])[C:2]1[CH:3]=[CH:4][CH:5]=[CH:6][CH:7]=1. (6) The product is: [C:21]([O:20][C:18]([N:8]1[CH2:9][CH2:10][CH2:11][CH:12]([C:13]([OH:15])=[O:14])[CH:7]1[C:1]1[CH:6]=[CH:5][CH:4]=[CH:3][CH:2]=1)=[O:19])([CH3:24])([CH3:22])[CH3:23]. Given the reactants [C:1]1([CH:7]2[CH:12]([C:13]([O:15]CC)=[O:14])[CH2:11][CH2:10][CH2:9][N:8]2[C:18]([O:20][C:21]([CH3:24])([CH3:23])[CH3:22])=[O:19])[CH:6]=[CH:5][CH:4]=[CH:3][CH:2]=1.[OH-].[Na+], predict the reaction product.